From a dataset of Catalyst prediction with 721,799 reactions and 888 catalyst types from USPTO. Predict which catalyst facilitates the given reaction. (1) The catalyst class is: 15. Reactant: [N+:1]([C:4]1[CH:5]=[C:6]([CH:10]=[CH:11][C:12]=1[N+:13]([O-:15])=[O:14])[C:7]([OH:9])=O)([O-:3])=[O:2].P(Cl)(Cl)(Cl)(Cl)Cl.CCCCCC.[CH3:28][O:29][CH2:30][CH2:31][NH2:32]. Product: [CH3:28][O:29][CH2:30][CH2:31][NH:32][C:7](=[O:9])[C:6]1[CH:10]=[CH:11][C:12]([N+:13]([O-:15])=[O:14])=[C:4]([N+:1]([O-:3])=[O:2])[CH:5]=1. (2) Reactant: [OH-].[NH4+:2].C1(=O)OC(=O)C=C1.[C:10]([OH:17])(=[O:16])/[CH:11]=[CH:12]\[C:13]([OH:15])=[O:14].N. Product: [NH2:2][C@H:11]([C:10]([OH:17])=[O:16])[CH2:12][C:13]([OH:15])=[O:14]. The catalyst class is: 6. (3) Reactant: Cl.[CH2:2]([C:4]1[S:24][C:7]2[N:8]=[C:9]([S:18][CH2:19][C:20]([O:22][CH3:23])=[O:21])[N:10]=[C:11]([N:12]3[CH2:17][CH2:16][NH:15][CH2:14][CH2:13]3)[C:6]=2[CH:5]=1)[CH3:3].[CH:25](N(C(C)C)CC)(C)C.N1[CH:39]=[CH:38][CH:37]=[C:36]([C:40]2[S:41][CH:42]=[C:43]([C:45]([OH:47])=O)[N:44]=2)[CH:35]=1.CN(C(ON1N=NC2C=CC=NC1=2)=[N+](C)C)C.F[P-](F)(F)(F)(F)F. Product: [CH2:2]([C:4]1[S:24][C:7]2[N:8]=[C:9]([S:18][CH2:19][C:20]([O:22][CH3:23])=[O:21])[N:10]=[C:11]([N:12]3[CH2:17][CH2:16][N:15]([C:45]([C:43]4[N:44]=[C:40]([C:36]5[CH:35]=[CH:25][CH:39]=[CH:38][CH:37]=5)[S:41][CH:42]=4)=[O:47])[CH2:14][CH2:13]3)[C:6]=2[CH:5]=1)[CH3:3]. The catalyst class is: 3. (4) Reactant: [Cl:1][C:2]1[CH:10]=[C:9]2[C:5]([C:6]([C:12]3[N:17]=[C:16]4[C:18]([C:29]([NH:31][CH:32]([CH2:35][OH:36])[CH2:33][OH:34])=[O:30])=[CH:19][N:20](COCC[Si](C)(C)C)[C:15]4=[N:14][CH:13]=3)=[N:7][N:8]2[CH3:11])=[CH:4][CH:3]=1.C(O)(C(F)(F)F)=O.C(N)CN. Product: [Cl:1][C:2]1[CH:10]=[C:9]2[C:5]([C:6]([C:12]3[N:17]=[C:16]4[C:18]([C:29]([NH:31][CH:32]([CH2:33][OH:34])[CH2:35][OH:36])=[O:30])=[CH:19][NH:20][C:15]4=[N:14][CH:13]=3)=[N:7][N:8]2[CH3:11])=[CH:4][CH:3]=1. The catalyst class is: 4. (5) Reactant: Cl[C:2]1[N:7]=[C:6]([N:8]2[CH2:13][CH2:12][CH2:11][C@@H:10]([NH:14][C:15](=[O:21])[O:16][C:17]([CH3:20])([CH3:19])[CH3:18])[CH2:9]2)[CH:5]=[N:4][C:3]=1[C:22]#[N:23].[CH3:24][N:25]1[CH2:30][CH2:29][CH:28]([C:31]2[CH:37]=[CH:36][C:34]([NH2:35])=[CH:33][CH:32]=2)[CH2:27][CH2:26]1.C(=O)([O-])[O-].[Cs+].[Cs+].C1C=CC(P(C2C(C3C(P(C4C=CC=CC=4)C4C=CC=CC=4)=CC=C4C=3C=CC=C4)=C3C(C=CC=C3)=CC=2)C2C=CC=CC=2)=CC=1. Product: [C:22]([C:3]1[N:4]=[CH:5][C:6]([N:8]2[CH2:13][CH2:12][CH2:11][C@@H:10]([NH:14][C:15](=[O:21])[O:16][C:17]([CH3:20])([CH3:19])[CH3:18])[CH2:9]2)=[N:7][C:2]=1[NH:35][C:34]1[CH:36]=[CH:37][C:31]([CH:28]2[CH2:27][CH2:26][N:25]([CH3:24])[CH2:30][CH2:29]2)=[CH:32][CH:33]=1)#[N:23]. The catalyst class is: 231. (6) Reactant: [CH3:1][O:2][C:3]1[CH:4]=[C:5]([NH:15][C:16]2[N:20]=[C:19]([NH2:21])[NH:18][N:17]=2)[CH:6]=[CH:7][C:8]=1[N:9]1[CH:13]=[C:12]([CH3:14])[N:11]=[CH:10]1.[Cl:22][C:23]1[CH:37]=[CH:36][CH:35]=[CH:34][C:24]=1[C:25](/[C:27](=[CH:30]/N(C)C)/[C:28]#[N:29])=O. Product: [Cl:22][C:23]1[CH:37]=[CH:36][CH:35]=[CH:34][C:24]=1[C:25]1[N:18]2[N:17]=[C:16]([NH:15][C:5]3[CH:6]=[CH:7][C:8]([N:9]4[CH:13]=[C:12]([CH3:14])[N:11]=[CH:10]4)=[C:3]([O:2][CH3:1])[CH:4]=3)[N:20]=[C:19]2[N:21]=[CH:30][C:27]=1[C:28]#[N:29]. The catalyst class is: 15. (7) Reactant: [CH3:1][C:2]1([CH2:6][OH:7])[CH2:5][O:4][CH2:3]1.[H-].[Na+].F[C:11]1[CH:16]=[CH:15][C:14]([N+:17]([O-:19])=[O:18])=[CH:13][C:12]=1[N:20]1[C:24](=[O:25])[N:23]([CH3:26])[N:22]=[N:21]1.C(OCC)(=O)C. Product: [CH3:1][C:2]1([CH2:6][O:7][C:11]2[CH:16]=[CH:15][C:14]([N+:17]([O-:19])=[O:18])=[CH:13][C:12]=2[N:20]2[C:24](=[O:25])[N:23]([CH3:26])[N:22]=[N:21]2)[CH2:5][O:4][CH2:3]1. The catalyst class is: 18.